Dataset: Experimentally validated miRNA-target interactions with 360,000+ pairs, plus equal number of negative samples. Task: Binary Classification. Given a miRNA mature sequence and a target amino acid sequence, predict their likelihood of interaction. (1) The miRNA is hsa-miR-6785-5p with sequence UGGGAGGGCGUGGAUGAUGGUG. The protein sequence of the target gene is MDRNYPSAGFGDPLGAGAGWSYERSAKASLVYGSSRTSHPETDILHRQAYAAPHPLQSYATNHHPAGLSGLFDTGLHHAGSAGPDASVMNLISALESRGPQPGPSASSLLSQFRSPSWQTAMHTPGPTELFISGALPGSSTFPSSSALSAYQHPASFGSRPFPVPSSLSLQDPPFSPPANGLLSPHDVLHLKPSQAPTVPSSLGFERLAGGGVLGPAGLGPAQTPPYRPGPPDPPPPPRHLPTQFNLLASSSAAAAAAEQSSPQLYNFSGAAPGPPPPERALPRQDTVIKHYQRPASAQP.... Result: 1 (interaction). (2) The miRNA is hsa-miR-93-5p with sequence CAAAGUGCUGUUCGUGCAGGUAG. The protein sequence of the target gene is MPVPASWPHPPGPFLLLTLLLGLTEVAGEEELQMIQPEKLLLVTVGKTATLHCTVTSLLPVGPVLWFRGVGPGRELIYNQKEGHFPRVTTVSDLTKRNNMDFSIRISSITPADVGTYYCVKFRKGSPENVEFKSGPGTEMALGAKPSAPVVLGPAARTTPEHTVSFTCESHGFSPRDITLKWFKNGNELSDFQTNVDPTGQSVAYSIRSTARVVLDPWDVRSQVICEVAHVTLQGDPLRGTANLSEAIRVPPTLEVTQQPMRVGNQVNVTCQVRKFYPQSLQLTWSENGNVCQRETASTL.... Result: 0 (no interaction). (3) The miRNA is mmu-miR-448-3p with sequence UUGCAUAUGUAGGAUGUCCCAU. The protein sequence of the target gene is MAEAAAGEAGASERDPDAGRARRRLRVLSGHLLGRPQEAPSTNECKARRAASAAGASPAATPAAPESGTIPKKRQEVMKWNGWGYNDSKFLLNKKGQVELTGKRYPLSGLVLPTLRDWIQNTLGVSLEHKTTSKTSINPSEAPPSIVNEDFLQELKEARISYSQEADDRVFRAHGHCLHEIFLLREGMFERIPDIVVWPTCHDDVVKIVNLACKYNLCIIPIGGGTSVSYGLMCPADETRTIISLDTSQMNRILWVDENNLTAHVEAGITGQDLERQLKESGYCTGHEPDSLEFSTVGGW.... Result: 0 (no interaction). (4) The miRNA is hsa-miR-204-3p with sequence GCUGGGAAGGCAAAGGGACGU. The protein sequence of the target gene is MEARAQSGNGSQPLLQTAHDSGRQRGEPDPRDALTQQVHVLSLDQIRAIRNTNEYTEGPTVVPRPGLKPAPRPSTQHKHERLHGLPEHRQPPRLQPSQVHSSRAPLSRSISTVSSGSRSSTRTSTSSSSSEQRLLGPSFSHGPAAADGIIRVQPKSELKPGDVKPLSKDDLGLHAYRCEDCGKCKCKECTYPRPLPSDWICDKQCLCSAQNVIDYGTCVCCVKGLFYHCSNDDEDNCADNPCSCSQSHCCTRWSAMGVMSLFLPCLWCYLPAKGCLKLCQGCYDRVNRPGCRCKNSNTVC.... Result: 0 (no interaction). (5) The miRNA is hsa-miR-4525 with sequence GGGGGGAUGUGCAUGCUGGUU. The protein sequence of the target gene is MVFYFTSSSVNSSTYTIYMGKDKYENEDLIKYGWPEDIWFHVDKLSSAHVYLRLQKGEKIEDIPKEVLMDCAHLVKANSIQGCKMNNVNVVYTPWSNLKKTADMDVGQIGFHRQKDVKIVTVEKKVNEILNRLEKTKLEKFPDLAAEKEGRDREERNEKKAQIQEMKRKEKEEMKKKREMDELRSYSSLMKVENMSSNQDGNDSDEFM. Result: 0 (no interaction). (6) The miRNA is hsa-miR-6853-5p with sequence AGCGUGGGAUGUCCAUGAAGUCAG. The protein sequence of the target gene is MAFLMHLLVCVFGMGSWVTINGLWVELPLLVMELPEGWYLPSYLTVVIQLANIGPLLVTLLHHFRPSCLSEVPIIFTLLGVGTVTCIIFAFLWNMTSWVLDGHHSIAFLVLTFFLALVDCTSSVTFLPFMSRLPTYYLTTFFVGEGLSGLLPALVALAQGSGLTTCVNVTEISDSVPSPVPTRETDIAQGVPRALVSALPGMEAPLSHLESRYLPAHFSPLVFFLLLSIMMACCLVAFFVLQRQPRCWEASVEDLLNDQVTLHSIRPREENDLGPAGTVDSSQGQGYLEEKAAPCCPAHL.... Result: 0 (no interaction). (7) Result: 0 (no interaction). The protein sequence of the target gene is MRRSEVLADESITCLQKALTHLREIWELIGIPEEQRLQRTEVVKKHIKDLLDRMIAEEESLRERLLKSISICQKELSTLCSELQVKPFQEEKDTTILQLEKDLRTQVELMRKQKKERKQELKLLQEQEQELRDILCMPPCDVDSTSVPTLEELKLFRQRVATLRETKESRREEFVNIKKQIILCMEELEHSPDTSFERDVVCEDESAFCLSLENIATLQKLLKQLEMKKSQNEAECEGLRTQIRELWDRLQIPEEEREPVEAIMTGSKTKIRNALKLEVDRLEELKMQNIKQVIEKIRVE.... The miRNA is rno-miR-126a-3p with sequence UCGUACCGUGAGUAAUAAUGCG. (8) The miRNA is hsa-miR-3688-5p with sequence AGUGGCAAAGUCUUUCCAUAU. The protein sequence of the target gene is MGCCGCSGGCGSGCGGCGSGCGGCGSSCCVPICCCKPVCCCVPACSCTSCGSCGGSKGCCGSCGGSKGGCGSCGGSKGGCGSCGCSQCSCCKPCYCSSGCGSSCCQSSCCKPCCSQASCCVPICCQCKI. Result: 1 (interaction). (9) The miRNA is hsa-miR-503-5p with sequence UAGCAGCGGGAACAGUUCUGCAG. The protein sequence of the target gene is MGCWGRNRGRLLCMLLLTFMFMVLEVVVSRVTASLAMLSDSFHMLSDVLALVVALVAERFARRTHATQKNTFGWIRAEVMGALVNAIFLTGLCFAILLEAVERFIEPHEMQQPLVVLSVGVAGLLVNVLGLCLFHHHSGEGQGAGHGHSHGHGHGHLAKGARKAGRAGVEAGAPPGRAPDQEETNTLVANTSNSNGLKADQAEPEKLRSDDPVDVQVNGNLIQESDNLEAEDNRAGQLNMRGVFLHVLGDALGSVIVVVNALVFYFNWKGCTEDDFCTNPCFPDPCKSSVEIINSTQAPM.... Result: 0 (no interaction).